From a dataset of Forward reaction prediction with 1.9M reactions from USPTO patents (1976-2016). Predict the product of the given reaction. Given the reactants [Cl:1][C:2]1[CH:34]=[CH:33][C:5]([O:6][C:7]2[CH:12]=[CH:11][C:10]([N:13]3[CH:17]([C:18]4[CH:23]=[CH:22][CH:21]=[C:20]([O:24][CH2:25][C:26]5[CH:31]=[CH:30][CH:29]=[CH:28][CH:27]=5)[CH:19]=4)[CH2:16][NH:15][C:14]3=[O:32])=[CH:9][CH:8]=2)=[CH:4][CH:3]=1.[H-].[Na+].[CH:37]([S:39]([CH3:42])(=[O:41])=[O:40])=[CH2:38].[Cl-].[NH4+], predict the reaction product. The product is: [Cl:1][C:2]1[CH:3]=[CH:4][C:5]([O:6][C:7]2[CH:8]=[CH:9][C:10]([N:13]3[CH:17]([C:18]4[CH:23]=[CH:22][CH:21]=[C:20]([O:24][CH2:25][C:26]5[CH:31]=[CH:30][CH:29]=[CH:28][CH:27]=5)[CH:19]=4)[CH2:16][N:15]([CH2:38][CH2:37][S:39]([CH3:42])(=[O:41])=[O:40])[C:14]3=[O:32])=[CH:11][CH:12]=2)=[CH:33][CH:34]=1.